Dataset: Forward reaction prediction with 1.9M reactions from USPTO patents (1976-2016). Task: Predict the product of the given reaction. (1) Given the reactants FC(F)(F)C(O)=O.[Cl:8][CH2:9][CH2:10][CH2:11]/[C:12](=[CH:16]\[C:17]1[CH:22]=[CH:21][C:20]([N:23]2[CH:27]=[C:26]([CH3:28])[N:25]=[CH:24]2)=[C:19]([O:29][CH3:30])[CH:18]=1)/[C:13]([OH:15])=O.Cl.[NH2:32][CH:33]1[CH2:41][C:40]2[C:35](=[CH:36][CH:37]=[CH:38][CH:39]=2)[CH2:34]1.C(N(C(C)C)CC)(C)C.C1C=CC2N(O)N=NC=2C=1.O.C(=O)(O)[O-].[Na+], predict the reaction product. The product is: [CH2:34]1[C:35]2[C:40](=[CH:39][CH:38]=[CH:37][CH:36]=2)[CH2:41][CH:33]1[NH:32][C:13](=[O:15])/[C:12](=[CH:16]/[C:17]1[CH:22]=[CH:21][C:20]([N:23]2[CH:27]=[C:26]([CH3:28])[N:25]=[CH:24]2)=[C:19]([O:29][CH3:30])[CH:18]=1)/[CH2:11][CH2:10][CH2:9][Cl:8]. (2) Given the reactants Cl[C:2]1[C:3]([C:9]([NH2:11])=[O:10])=[N:4][CH:5]=[C:6]([Cl:8])[CH:7]=1.[CH:12]([NH2:15])([CH3:14])[CH3:13], predict the reaction product. The product is: [Cl:8][C:6]1[CH:7]=[C:2]([NH:15][CH:12]([CH3:14])[CH3:13])[C:3]([C:9]([NH2:11])=[O:10])=[N:4][CH:5]=1. (3) Given the reactants [F:1][C:2]1([F:40])[O:6][C:5]2[CH:7]=[CH:8][C:9]([C:11]3([C:14]([NH:16][C:17]4[CH:18]=[C:19]5[C:23](=[CH:24][C:25]=4[F:26])[N:22]([CH2:27][C@H:28]4[CH2:32][O:31]C(C)(C)[O:29]4)[C:21]([C:35]([CH3:39])([CH3:38])[CH2:36][OH:37])=[CH:20]5)=[O:15])[CH2:13][CH2:12]3)=[CH:10][C:4]=2[O:3]1.O.CC1C=CC(S(O)(=O)=O)=CC=1.O, predict the reaction product. The product is: [F:40][C:2]1([F:1])[O:6][C:5]2[CH:7]=[CH:8][C:9]([C:11]3([C:14]([NH:16][C:17]4[CH:18]=[C:19]5[C:23](=[CH:24][C:25]=4[F:26])[N:22]([CH2:27][C@H:28]([OH:29])[CH2:32][OH:31])[C:21]([C:35]([CH3:38])([CH3:39])[CH2:36][OH:37])=[CH:20]5)=[O:15])[CH2:12][CH2:13]3)=[CH:10][C:4]=2[O:3]1. (4) Given the reactants [CH:1]1([NH:5][C:6]([C@@H:8]2[CH2:12][CH2:11][CH2:10][N:9]2[C:13](=[O:30])[CH2:14][O:15][C:16]2[N:20]([C:21]3[CH:26]=[CH:25][CH:24]=[CH:23][CH:22]=3)[N:19]=[C:18]([C:27](O)=[O:28])[CH:17]=2)=[O:7])[CH2:4][CH2:3][CH2:2]1.C1C=NC2N(O)N=NC=2C=1.CCN(C(C)C)C(C)C.Cl.[C:51]([O:55][C:56](=[O:63])[C@H:57]([CH2:59][CH:60]([CH3:62])[CH3:61])[NH2:58])([CH3:54])([CH3:53])[CH3:52], predict the reaction product. The product is: [C:51]([O:55][C:56](=[O:63])[C@@H:57]([NH:58][C:27]([C:18]1[CH:17]=[C:16]([O:15][CH2:14][C:13]([N:9]2[CH2:10][CH2:11][CH2:12][C@H:8]2[C:6](=[O:7])[NH:5][CH:1]2[CH2:4][CH2:3][CH2:2]2)=[O:30])[N:20]([C:21]2[CH:22]=[CH:23][CH:24]=[CH:25][CH:26]=2)[N:19]=1)=[O:28])[CH2:59][CH:60]([CH3:61])[CH3:62])([CH3:54])([CH3:53])[CH3:52]. (5) Given the reactants [H-].[Na+].[CH3:3]I.[Br:5][CH2:6][CH2:7][C:8]1[C:16]2[C:11](=[CH:12][C:13]([O:17][CH3:18])=[CH:14][CH:15]=2)[NH:10][CH:9]=1, predict the reaction product. The product is: [Br:5][CH2:6][CH2:7][C:8]1[C:16]2[C:11](=[CH:12][C:13]([O:17][CH3:18])=[CH:14][CH:15]=2)[N:10]([CH3:3])[CH:9]=1.